From a dataset of Reaction yield outcomes from USPTO patents with 853,638 reactions. Predict the reaction yield, written as a fraction of the theoretical maximum amount of product (1.0 means a 100% yield; for example, 0.34 means a 34% yield). (1) The reactants are [CH2:1]([O:3][C:4]1[CH:5]=[C:6]([CH:15]=[CH:16][C:17]=1[O:18][CH3:19])[CH2:7][N:8]1[CH2:13][CH2:12][C:11](=O)[CH2:10][CH2:9]1)[CH3:2].[CH2:20]([C:22]1[CH:27]=[CH:26][C:25]([NH2:28])=[CH:24][CH:23]=1)[CH3:21].C(O)(=O)C.C([BH3-])#N.[Na+]. The catalyst is C(O)C. The product is [CH2:1]([O:3][C:4]1[CH:5]=[C:6]([CH:15]=[CH:16][C:17]=1[O:18][CH3:19])[CH2:7][N:8]1[CH2:13][CH2:12][CH:11]([NH:28][C:25]2[CH:26]=[CH:27][C:22]([CH2:20][CH3:21])=[CH:23][CH:24]=2)[CH2:10][CH2:9]1)[CH3:2]. The yield is 0.160. (2) The product is [Cl:35][C:36]1[CH:41]=[CH:40][C:39]([CH:42]2[CH2:43][CH2:44][N:45]([CH2:2][C:3]3[CH:16]=[N:15][C:6]4[N:7]([CH:12]([CH3:14])[CH3:13])[CH2:8][C:9](=[O:11])[NH:10][C:5]=4[CH:4]=3)[CH2:46][CH2:47]2)=[CH:38][CH:37]=1. The yield is 0.160. The reactants are O[CH2:2][C:3]1[CH:16]=[N:15][C:6]2[N:7]([CH:12]([CH3:14])[CH3:13])[CH2:8][C:9](=[O:11])[NH:10][C:5]=2[CH:4]=1.[I-].C(C[P+](C)(C)C)#N.CCN(C(C)C)C(C)C.Cl.[Cl:35][C:36]1[CH:41]=[CH:40][C:39]([CH:42]2[CH2:47][CH2:46][NH:45][CH2:44][CH2:43]2)=[CH:38][CH:37]=1. The catalyst is C(#N)CC. (3) The reactants are [Mg].Br[C:3]1[CH:8]=[CH:7][C:6]([CH2:9][CH2:10][CH2:11][CH2:12][CH2:13][CH2:14][CH2:15][CH3:16])=[CH:5][CH:4]=1.C([O:19][C:20]1[CH2:25][CH2:24][CH2:23][C:22](=O)[CH:21]=1)C.Cl. The catalyst is C1COCC1.CCOCC. The product is [CH2:9]([C:6]1[CH:7]=[CH:8][C:3]([C:22]2[CH2:23][CH2:24][CH2:25][C:20](=[O:19])[CH:21]=2)=[CH:4][CH:5]=1)[CH2:10][CH2:11][CH2:12][CH2:13][CH2:14][CH2:15][CH3:16]. The yield is 0.659. (4) The reactants are [CH3:1][O:2][C:3]1[C:8]2[N:9]=[C:10]([NH:12][C:13](=[O:23])[C:14]3[CH:19]=[CH:18][C:17]([CH2:20][NH:21][CH3:22])=[CH:16][CH:15]=3)[S:11][C:7]=2[C:6]([N:24]2[CH2:29][CH2:28][O:27][CH2:26][CH2:25]2)=[CH:5][CH:4]=1.N1C=CC=CC=1.Cl[C:37]([O:39][CH3:40])=[O:38]. No catalyst specified. The product is [CH3:40][O:39][C:37](=[O:38])[N:21]([CH2:20][C:17]1[CH:18]=[CH:19][C:14]([C:13](=[O:23])[NH:12][C:10]2[S:11][C:7]3[C:6]([N:24]4[CH2:25][CH2:26][O:27][CH2:28][CH2:29]4)=[CH:5][CH:4]=[C:3]([O:2][CH3:1])[C:8]=3[N:9]=2)=[CH:15][CH:16]=1)[CH3:22]. The yield is 0.660. (5) The reactants are [CH3:1][O:2][C:3]1[CH:4]=[C:5]2[C:10](=[CH:11][CH:12]=1)[N:9]=[C:8]([NH:13][CH2:14][CH2:15][CH3:16])[C:7]([CH:17]=[O:18])=[CH:6]2. The catalyst is C1COCC1. The yield is 0.980. The product is [CH3:1][O:2][C:3]1[CH:4]=[C:5]2[C:10](=[CH:11][CH:12]=1)[N:9]=[C:8]([NH:13][CH2:14][CH2:15][CH3:16])[C:7]([CH2:17][OH:18])=[CH:6]2. (6) The catalyst is C(Cl)Cl.CCOC(C)=O. The yield is 0.540. The reactants are S(=O)(=O)(O)O.[N:6]1[CH:7]=[N:8][N:9]2[CH:14]=[C:13]([C:15]3[CH:16]=[C:17]([CH:31]=[CH:32][CH:33]=3)[CH2:18][NH:19][CH2:20][CH:21]([C:23]3[CH:28]=[CH:27][C:26]([Cl:29])=[C:25]([Cl:30])[CH:24]=3)O)[CH:12]=[CH:11][C:10]=12.[NH4+].[OH-].CS(O)(=O)=O. The product is [N:6]1[CH:7]=[N:8][N:9]2[CH:14]=[C:13]([C:15]3[CH:16]=[C:17]4[C:31]([CH:21]([C:23]5[CH:28]=[CH:27][C:26]([Cl:29])=[C:25]([Cl:30])[CH:24]=5)[CH2:20][NH:19][CH2:18]4)=[CH:32][CH:33]=3)[CH:12]=[CH:11][C:10]=12.[N:6]1[CH:7]=[N:8][N:9]2[CH:14]=[C:13]([C:15]3[CH:16]=[C:17]4[C:31]([CH:21]([C:23]5[CH:28]=[CH:27][C:26]([Cl:29])=[C:25]([Cl:30])[CH:24]=5)[CH2:20][NH:19][CH2:18]4)=[CH:32][CH:33]=3)[CH:12]=[CH:11][C:10]=12.